This data is from CYP2C19 inhibition data for predicting drug metabolism from PubChem BioAssay. The task is: Regression/Classification. Given a drug SMILES string, predict its absorption, distribution, metabolism, or excretion properties. Task type varies by dataset: regression for continuous measurements (e.g., permeability, clearance, half-life) or binary classification for categorical outcomes (e.g., BBB penetration, CYP inhibition). Dataset: cyp2c19_veith. (1) The compound is Cc1cnc(NC(=O)CCCc2nc3ccccc3s2)s1. The result is 1 (inhibitor). (2) The molecule is CC(C)CO/N=C1/C[C@@H](O)[C@@H](O)[C@H]2[C@@H]1CC[C@@H]1C(=O)N(C(C)(C)C)C(=O)[C@H]12. The result is 0 (non-inhibitor). (3) The compound is Cc1cccc(-n2c(C)cc(/C=N/n3cnnc3)c2C)c1. The result is 1 (inhibitor). (4) The compound is OCCSCc1ccccc1. The result is 0 (non-inhibitor). (5) The drug is Cc1ccc(S(=O)(=O)N2CCC(C(=O)NCCCOC(C)C)CC2)cc1. The result is 0 (non-inhibitor). (6) The molecule is CC(=O)NCCNc1ncnc2ccc(-c3ccoc3)cc12. The result is 0 (non-inhibitor). (7) The compound is CC[C@H](NC(C)C)[C@H](O)c1ccc(O)c(O)c1.CS(=O)(=O)O. The result is 0 (non-inhibitor).